Dataset: Peptide-MHC class I binding affinity with 185,985 pairs from IEDB/IMGT. Task: Regression. Given a peptide amino acid sequence and an MHC pseudo amino acid sequence, predict their binding affinity value. This is MHC class I binding data. (1) The peptide sequence is LVGPTPVNI. The MHC is HLA-B45:01 with pseudo-sequence HLA-B45:01. The binding affinity (normalized) is 0.0597. (2) The peptide sequence is RLSFKELLVY. The MHC is HLA-A24:02 with pseudo-sequence HLA-A24:02. The binding affinity (normalized) is 0.107. (3) The peptide sequence is EAGPLEEEL. The MHC is Patr-B0101 with pseudo-sequence Patr-B0101. The binding affinity (normalized) is 0.123. (4) The peptide sequence is FMGVIYIMI. The MHC is HLA-A02:02 with pseudo-sequence HLA-A02:02. The binding affinity (normalized) is 0.931. (5) The peptide sequence is RVYAELAAL. The MHC is HLA-A30:01 with pseudo-sequence HLA-A30:01. The binding affinity (normalized) is 0.834. (6) The peptide sequence is THEGVVCAL. The MHC is HLA-A30:02 with pseudo-sequence HLA-A30:02. The binding affinity (normalized) is 0.508. (7) The peptide sequence is NRVTQDFTEV. The MHC is Mamu-A07 with pseudo-sequence Mamu-A07. The binding affinity (normalized) is 0.436. (8) The peptide sequence is FAAAFFPAV. The MHC is HLA-A02:06 with pseudo-sequence HLA-A02:06. The binding affinity (normalized) is 0.973. (9) The peptide sequence is IRQAGVQYSRADEEQ. The MHC is HLA-A02:02 with pseudo-sequence HLA-A02:02. The binding affinity (normalized) is 0. (10) The peptide sequence is SISEINEWL. The MHC is HLA-A02:03 with pseudo-sequence HLA-A02:03. The binding affinity (normalized) is 0.944.